This data is from Peptide-MHC class I binding affinity with 185,985 pairs from IEDB/IMGT. The task is: Regression. Given a peptide amino acid sequence and an MHC pseudo amino acid sequence, predict their binding affinity value. This is MHC class I binding data. The peptide sequence is WVSRFGERK. The MHC is HLA-B15:17 with pseudo-sequence HLA-B15:17. The binding affinity (normalized) is 0.0847.